From a dataset of NCI-60 drug combinations with 297,098 pairs across 59 cell lines. Regression. Given two drug SMILES strings and cell line genomic features, predict the synergy score measuring deviation from expected non-interaction effect. Drug 1: CC1CCC2CC(C(=CC=CC=CC(CC(C(=O)C(C(C(=CC(C(=O)CC(OC(=O)C3CCCCN3C(=O)C(=O)C1(O2)O)C(C)CC4CCC(C(C4)OC)OCCO)C)C)O)OC)C)C)C)OC. Drug 2: CC(C)NC(=O)C1=CC=C(C=C1)CNNC.Cl. Cell line: LOX IMVI. Synergy scores: CSS=9.77, Synergy_ZIP=-6.14, Synergy_Bliss=-8.50, Synergy_Loewe=-20.3, Synergy_HSA=-5.90.